Dataset: NCI-60 drug combinations with 297,098 pairs across 59 cell lines. Task: Regression. Given two drug SMILES strings and cell line genomic features, predict the synergy score measuring deviation from expected non-interaction effect. (1) Drug 1: C1=NNC2=C1C(=O)NC=N2. Drug 2: C1CN(P(=O)(OC1)NCCCl)CCCl. Cell line: HCC-2998. Synergy scores: CSS=4.89, Synergy_ZIP=1.58, Synergy_Bliss=0.435, Synergy_Loewe=-39.5, Synergy_HSA=-3.91. (2) Drug 1: C1=NC(=NC(=O)N1C2C(C(C(O2)CO)O)O)N. Drug 2: CN(C(=O)NC(C=O)C(C(C(CO)O)O)O)N=O. Cell line: SF-539. Synergy scores: CSS=18.2, Synergy_ZIP=-9.28, Synergy_Bliss=-2.99, Synergy_Loewe=-23.5, Synergy_HSA=-3.46. (3) Drug 1: CNC(=O)C1=CC=CC=C1SC2=CC3=C(C=C2)C(=NN3)C=CC4=CC=CC=N4. Drug 2: CN(CCCl)CCCl.Cl. Cell line: SNB-19. Synergy scores: CSS=-0.288, Synergy_ZIP=-4.21, Synergy_Bliss=-2.86, Synergy_Loewe=-8.07, Synergy_HSA=-3.86.